Predict the reaction yield, written as a fraction of the theoretical maximum amount of product (1.0 means a 100% yield; for example, 0.34 means a 34% yield). From a dataset of Reaction yield outcomes from USPTO patents with 853,638 reactions. (1) The reactants are Cl[CH2:2][C:3]1[CH:4]=[CH:5][C:6]([Cl:9])=[N:7][CH:8]=1.[CH3:10][S-:11].[Na+]. The catalyst is C(O)C. The product is [Cl:9][C:6]1[CH:5]=[CH:4][C:3]([CH2:2][S:11][CH3:10])=[CH:8][N:7]=1. The yield is 0.940. (2) The reactants are [CH3:1][O:2][C:3]([C:5]1[S:6][C:7]([C:27]#[C:28][C:29]([CH3:32])([CH3:31])[CH3:30])=[CH:8][C:9]=1[N:10]([C@H:20]1[CH2:25][CH2:24][C@H:23](O)[CH2:22][CH2:21]1)[C:11]([C@H:13]1[CH2:18][CH2:17][C@H:16]([CH3:19])[CH2:15][CH2:14]1)=[O:12])=[O:4].C(N(S(F)(F)[F:39])CC)C. The catalyst is ClCCl. The product is [CH3:1][O:2][C:3]([C:5]1[S:6][C:7]([C:27]#[C:28][C:29]([CH3:32])([CH3:31])[CH3:30])=[CH:8][C:9]=1[N:10]([C@H:20]1[CH2:25][CH2:24][C@H:23]([F:39])[CH2:22][CH2:21]1)[C:11]([C@H:13]1[CH2:18][CH2:17][C@H:16]([CH3:19])[CH2:15][CH2:14]1)=[O:12])=[O:4]. The yield is 0.720. (3) The reactants are C(NC(C)C)(C)C.[Li]CCCC.CN(P(N(C)C)(N(C)C)=O)C.[CH2:24]([O:26][C:27](=[O:32])[CH2:28][CH2:29][CH:30]=[CH2:31])[CH3:25].I[CH2:34][CH2:35][C:36]1[CH:41]=[CH:40][CH:39]=[C:38]([C:42]([F:45])([F:44])[F:43])[CH:37]=1. The catalyst is C1COCC1.CCOCC. The product is [CH2:24]([O:26][C:27](=[O:32])[CH:28]([CH2:34][CH2:35][C:36]1[CH:41]=[CH:40][CH:39]=[C:38]([C:42]([F:43])([F:44])[F:45])[CH:37]=1)[CH2:29][CH:30]=[CH2:31])[CH3:25]. The yield is 0.390.